From a dataset of Full USPTO retrosynthesis dataset with 1.9M reactions from patents (1976-2016). Predict the reactants needed to synthesize the given product. (1) Given the product [NH2:31][CH:1]([C:4]1[C:13]([N:14]2[CH2:18][CH2:17][C@H:16]([NH:19][S:20]([CH3:23])(=[O:22])=[O:21])[CH2:15]2)=[C:12]2[C:7]([CH:8]=[CH:9][CH:10]=[N:11]2)=[C:6]([Cl:24])[CH:5]=1)[CH3:2], predict the reactants needed to synthesize it. The reactants are: [C:1]([C:4]1[C:13]([N:14]2[CH2:18][CH2:17][C@H:16]([NH:19][S:20]([CH3:23])(=[O:22])=[O:21])[CH2:15]2)=[C:12]2[C:7]([CH:8]=[CH:9][CH:10]=[N:11]2)=[C:6]([Cl:24])[CH:5]=1)(=O)[CH3:2].C([O-])(=O)C.[NH4+].C([BH3-])#[N:31].[Na+].O1CCCC1. (2) The reactants are: [F:1][C:2]1[C:3]([C:25]2[N:26]([CH:30]3[CH2:35][CH2:34][O:33][CH2:32][CH2:31]3)[CH:27]=[N:28][CH:29]=2)=[N:4][C:5]([NH:8][C:9]2[CH:14]=[CH:13][C:12]([S:15]([N:18]3[CH2:23][CH2:22][N:21]([CH3:24])[CH2:20][CH2:19]3)(=[O:17])=[O:16])=[CH:11][CH:10]=2)=[N:6][CH:7]=1.[Li]CCCC.CN([CH:44]=[O:45])C. Given the product [F:1][C:2]1[C:3]([C:25]2[N:26]([CH:30]3[CH2:35][CH2:34][O:33][CH2:32][CH2:31]3)[C:27]([CH:44]=[O:45])=[N:28][CH:29]=2)=[N:4][C:5]([NH:8][C:9]2[CH:10]=[CH:11][C:12]([S:15]([N:18]3[CH2:19][CH2:20][N:21]([CH3:24])[CH2:22][CH2:23]3)(=[O:16])=[O:17])=[CH:13][CH:14]=2)=[N:6][CH:7]=1, predict the reactants needed to synthesize it. (3) Given the product [CH2:32]([O:31][C:28]1[CH:29]=[CH:30][C:25]([CH2:24][C@H:13]([O:12][NH:11][C:9]([C:3]2([CH2:2][NH:1][C:47]([NH:46][CH2:39][C:40]3[CH:45]=[CH:44][CH:43]=[CH:42][CH:41]=3)=[O:48])[CH2:4][CH2:5][CH2:6][CH2:7][CH2:8]2)=[O:10])[C:14]([O:16][CH2:17][C:18]2[CH:19]=[CH:20][CH:21]=[CH:22][CH:23]=2)=[O:15])=[CH:26][CH:27]=1)[C:33]1[CH:34]=[CH:35][CH:36]=[CH:37][CH:38]=1, predict the reactants needed to synthesize it. The reactants are: [NH2:1][CH2:2][C:3]1([C:9]([NH:11][O:12][C@@H:13]([CH2:24][C:25]2[CH:30]=[CH:29][C:28]([O:31][CH2:32][C:33]3[CH:38]=[CH:37][CH:36]=[CH:35][CH:34]=3)=[CH:27][CH:26]=2)[C:14]([O:16][CH2:17][C:18]2[CH:23]=[CH:22][CH:21]=[CH:20][CH:19]=2)=[O:15])=[O:10])[CH2:8][CH2:7][CH2:6][CH2:5][CH2:4]1.[CH2:39]([N:46]=[C:47]=[O:48])[C:40]1[CH:45]=[CH:44][CH:43]=[CH:42][CH:41]=1.C(N(CC)CC)C. (4) Given the product [Br:24][C:2]1[CH:3]=[C:4]2[C:17](=[CH:18][CH:19]=1)[CH2:16][C@:6]1([C:14]3[C:9](=[N:10][CH:11]=[CH:12][CH:13]=3)[NH:8][C:7]1=[O:15])[CH2:5]2, predict the reactants needed to synthesize it. The reactants are: N[C:2]1[CH:3]=[C:4]2[C:17](=[CH:18][CH:19]=1)[CH2:16][C@:6]1([C:14]3[C:9](=[N:10][CH:11]=[CH:12][CH:13]=3)[NH:8][C:7]1=[O:15])[CH2:5]2.N([O-])=O.[Na+].[BrH:24]. (5) Given the product [C:16]([C:20]1[N:25]=[CH:24][C:23]([CH:26]=[CH:27][C:28]([NH:7][CH2:6][C:5]2[CH:8]=[CH:9][C:10]([NH:11][S:12]([CH3:15])(=[O:14])=[O:13])=[C:3]([F:2])[CH:4]=2)=[O:29])=[C:22]([C:31]([F:34])([F:32])[F:33])[CH:21]=1)([CH3:19])([CH3:17])[CH3:18], predict the reactants needed to synthesize it. The reactants are: Cl.[F:2][C:3]1[CH:4]=[C:5]([CH:8]=[CH:9][C:10]=1[NH:11][S:12]([CH3:15])(=[O:14])=[O:13])[CH2:6][NH2:7].[C:16]([C:20]1[N:25]=[CH:24][C:23]([CH:26]=[CH:27][C:28](O)=[O:29])=[C:22]([C:31]([F:34])([F:33])[F:32])[CH:21]=1)([CH3:19])([CH3:18])[CH3:17].CN1C(=O)CCC1. (6) Given the product [CH3:28][N:23]([C:17]1[N:16]=[C:15]([C:29]2[CH:30]=[CH:31][C:32]([F:35])=[CH:33][CH:34]=2)[C:14](/[CH:13]=[CH:36]/[C@H:38]2[O:43][C:42]([CH3:45])([CH3:44])[O:41][C@@H:40]([CH2:46][C:47]([N:49]([O:51][CH3:52])[CH3:50])=[O:48])[CH2:39]2)=[C:19]([CH:20]([CH3:22])[CH3:21])[N:18]=1)[S:24]([CH3:27])(=[O:26])=[O:25], predict the reactants needed to synthesize it. The reactants are: S1C2C=CC=CC=2N=C1S([CH2:13][C:14]1[C:15]([C:29]2[CH:34]=[CH:33][C:32]([F:35])=[CH:31][CH:30]=2)=[N:16][C:17]([N:23]([CH3:28])[S:24]([CH3:27])(=[O:26])=[O:25])=[N:18][C:19]=1[CH:20]([CH3:22])[CH3:21])(=O)=O.[CH:36]([C@H:38]1[O:43][C:42]([CH3:45])([CH3:44])[O:41][C@@H:40]([CH2:46][C:47]([N:49]([O:51][CH3:52])[CH3:50])=[O:48])[CH2:39]1)=O.C[Si]([N-][Si](C)(C)C)(C)C.[Na+].[Cl-].[NH4+]. (7) Given the product [Si:16]([O:15][C@@H:11]1[C@@H:12]([CH3:14])[CH2:13][N:8]([C:7]2[CH:6]=[CH:5][N:4]=[CH:3][C:2]=2[NH:1][C:43]([C:38]2[N:37]=[C:36]3[CH:35]=[C:34]([CH2:31][CH2:32][CH3:33])[S:42][C:41]3=[CH:40][CH:39]=2)=[O:44])[CH2:9][C@H:10]1[NH:23][C:24](=[O:30])[O:25][C:26]([CH3:29])([CH3:28])[CH3:27])([C:19]([CH3:22])([CH3:21])[CH3:20])([CH3:18])[CH3:17], predict the reactants needed to synthesize it. The reactants are: [NH2:1][C:2]1[CH:3]=[N:4][CH:5]=[CH:6][C:7]=1[N:8]1[CH2:13][C@H:12]([CH3:14])[C@@H:11]([O:15][Si:16]([C:19]([CH3:22])([CH3:21])[CH3:20])([CH3:18])[CH3:17])[C@H:10]([NH:23][C:24](=[O:30])[O:25][C:26]([CH3:29])([CH3:28])[CH3:27])[CH2:9]1.[CH2:31]([C:34]1[S:42][C:41]2[C:36](=[N:37][C:38]([C:43](O)=[O:44])=[CH:39][CH:40]=2)[CH:35]=1)[CH2:32][CH3:33].CCN(C(C)C)C(C)C.CN(C(ON1N=NC2C=CC=NC1=2)=[N+](C)C)C.F[P-](F)(F)(F)(F)F. (8) Given the product [CH3:21][C:20]1[N:22]=[C:23]([C:25]2[CH:34]=[CH:33][C:28]([C:29]([O:31][CH3:32])=[O:30])=[CH:27][CH:26]=2)[N:16]2[C:17]=1[CH:18]=[N:19][C:14]([NH:13][C:5]1[CH:4]=[C:3]([O:2][CH3:1])[C:8]([O:9][CH3:10])=[C:7]([O:11][CH3:12])[CH:6]=1)=[N:15]2, predict the reactants needed to synthesize it. The reactants are: [CH3:1][O:2][C:3]1[CH:4]=[C:5]([NH:13][C:14]2[N:15]=[N:16][C:17]([CH:20]([NH:22][C:23]([C:25]3[CH:34]=[CH:33][C:28]([C:29]([O:31][CH3:32])=[O:30])=[CH:27][CH:26]=3)=O)[CH3:21])=[CH:18][N:19]=2)[CH:6]=[C:7]([O:11][CH3:12])[C:8]=1[O:9][CH3:10].N1C=NC=N1.P(Cl)(Cl)(Cl)=O. (9) Given the product [C:1]([O:5][C@@H:6]([C:12]1[C:13]([CH3:58])=[N:14][C:15]2[N:16]([N:50]=[C:51]([C:53]([OH:55])=[O:54])[CH:52]=2)[C:17]=1[N:18]1[CH2:19][CH2:20][C:21]([O:25][CH2:26][CH2:27][CH2:28][CH2:29][C@H:30]([O:32][Si:33]([C:46]([CH3:48])([CH3:47])[CH3:49])([C:34]2[CH:35]=[CH:36][CH:37]=[CH:38][CH:39]=2)[C:40]2[CH:41]=[CH:42][CH:43]=[CH:44][CH:45]=2)[CH3:31])([CH3:24])[CH2:22][CH2:23]1)[C:7]([O:9][CH2:10][CH3:11])=[O:8])([CH3:2])([CH3:3])[CH3:4], predict the reactants needed to synthesize it. The reactants are: [C:1]([O:5][C@@H:6]([C:12]1[C:13]([CH3:58])=[N:14][C:15]2[N:16]([N:50]=[C:51]([C:53]([O:55]CC)=[O:54])[CH:52]=2)[C:17]=1[N:18]1[CH2:23][CH2:22][C:21]([O:25][CH2:26][CH2:27][CH2:28][CH2:29][C@H:30]([O:32][Si:33]([C:46]([CH3:49])([CH3:48])[CH3:47])([C:40]2[CH:45]=[CH:44][CH:43]=[CH:42][CH:41]=2)[C:34]2[CH:39]=[CH:38][CH:37]=[CH:36][CH:35]=2)[CH3:31])([CH3:24])[CH2:20][CH2:19]1)[C:7]([O:9][CH2:10][CH3:11])=[O:8])([CH3:4])([CH3:3])[CH3:2].[OH-].[Na+]. (10) Given the product [NH:2]1[C:3]2[CH:4]=[CH:19][CH:18]=[CH:17][C:16]=2[CH:5]=[CH:6][CH:7]=[CH:8]1, predict the reactants needed to synthesize it. The reactants are: C[N:2]1[CH2:8][CH:7]=[C:6](C2C=CC(C)=CC=2)[C:5]2[CH:16]=[CH:17][C:18](N3CCN(C4N=CC=CN=4)CC3)=[CH:19][C:4]=2[CH2:3]1.